Task: Regression. Given a peptide amino acid sequence and an MHC pseudo amino acid sequence, predict their binding affinity value. This is MHC class I binding data.. Dataset: Peptide-MHC class I binding affinity with 185,985 pairs from IEDB/IMGT (1) The peptide sequence is ATGFKQSSK. The MHC is HLA-A11:01 with pseudo-sequence HLA-A11:01. The binding affinity (normalized) is 0.577. (2) The peptide sequence is PPFTQHLLNI. The MHC is HLA-B07:02 with pseudo-sequence HLA-B07:02. The binding affinity (normalized) is 0. (3) The peptide sequence is FAILVVSLL. The MHC is H-2-Kb with pseudo-sequence H-2-Kb. The binding affinity (normalized) is 0.535. (4) The MHC is HLA-B42:01 with pseudo-sequence HLA-B42:01. The peptide sequence is ELVNQIIEQL. The binding affinity (normalized) is 0.378.